Dataset: Forward reaction prediction with 1.9M reactions from USPTO patents (1976-2016). Task: Predict the product of the given reaction. (1) Given the reactants [CH:1]1([NH:6][C:7]2[CH:8]=[C:9]([F:25])[CH:10]=[C:11]3[C:15]=2[NH:14][C:13]([C:16]2[S:17][CH2:18][C@@H:19]([CH2:21][C:22]([OH:24])=[O:23])[N:20]=2)=[CH:12]3)[CH2:5][CH2:4][CH2:3][CH2:2]1.[C:26](Cl)(=O)[CH3:27], predict the reaction product. The product is: [CH2:26]([O:23][C:22](=[O:24])[CH2:21][C@@H:19]1[CH2:18][S:17][C:16]([C:13]2[NH:14][C:15]3[C:11]([CH:12]=2)=[CH:10][C:9]([F:25])=[CH:8][C:7]=3[NH:6][CH:1]2[CH2:2][CH2:3][CH2:4][CH2:5]2)=[N:20]1)[CH3:27]. (2) The product is: [NH2:1][C:2]1[N:3]=[C:4]2[CH:9]=[CH:8][C:7]([C:10]3[N:14]([CH:15]4[CH2:16][CH2:17][N:18]([C:21]([O:23][C:24]([CH3:27])([CH3:26])[CH3:25])=[O:22])[CH2:19][CH2:20]4)[C:13]([CH:36]4[CH2:38][CH2:37]4)=[N:12][C:11]=3[C:28]3[CH:29]=[CH:30][C:31]([F:34])=[CH:32][CH:33]=3)=[N:6][N:5]2[CH:35]=1. Given the reactants [NH2:1][C:2]1[N:3]=[C:4]2[CH:9]=[CH:8][C:7]([C:10]3[N:14]([CH:15]4[CH2:20][CH2:19][N:18]([C:21]([O:23][C:24]([CH3:27])([CH3:26])[CH3:25])=[O:22])[CH2:17][CH2:16]4)[CH:13]=[N:12][C:11]=3[C:28]3[CH:33]=[CH:32][C:31]([F:34])=[CH:30][CH:29]=3)=[N:6][N:5]2[CH:35]=1.[CH:36]1(C2N(C3CCNCC3)C(C3C=CC4N(C=C(N)N=4)N=3)=C(C3C=CC(F)=CC=3)N=2)[CH2:38][CH2:37]1.CC(OC(OC(OC(C)(C)C)=O)=O)(C)C, predict the reaction product. (3) Given the reactants [C:1]1(=O)[CH2:8][CH2:7][CH2:6][CH2:5][CH2:4][CH2:3][C:2]1=O.COP([CH2:17][C:18]([C:20]1[CH:25]=[CH:24][CH:23]=[C:22]([F:26])[C:21]=1[C:27]([F:30])([F:29])[F:28])=O)(=O)OC.O.[NH2:32][NH2:33], predict the reaction product. The product is: [F:26][C:22]1[C:21]([C:27]([F:30])([F:29])[F:28])=[C:20]([C:18]2[N:33]=[N:32][C:2]3[CH2:3][CH2:4][CH2:5][CH2:6][CH2:7][CH2:8][C:1]=3[CH:17]=2)[CH:25]=[CH:24][CH:23]=1. (4) Given the reactants [CH3:1]/[C:2](/[C:6]#[C:7][C:8]1[CH:13]=[C:12]([Cl:14])[CH:11]=[C:10]([Cl:15])[CH:9]=1)=[CH:3]\CO.C1(P(C2C=CC=CC=2)C2C=CC=CC=2)C=CC=CC=1.N([C:42]([O:44][CH2:45][CH3:46])=[O:43])=N[C:42]([O:44][CH2:45][CH3:46])=[O:43].C(OC(=O)[C@@H](OCC)CC1C=CC(O)=CC=1)C, predict the reaction product. The product is: [CH2:45]([O:44][C:42](=[O:43])/[CH:1]=[C:2](/[CH3:3])\[C:6]#[C:7][C:8]1[CH:9]=[C:10]([Cl:15])[CH:11]=[C:12]([Cl:14])[CH:13]=1)[CH3:46]. (5) The product is: [Cl:1][C:2]1[CH:33]=[CH:32][C:5]([C:6]([NH:8][C:9]2[CH:10]=[CH:11][C:12]([CH2:15][NH:16][C:17]3[C:26]4[C:21](=[CH:22][CH:23]=[C:24]([C:27]([F:29])([F:28])[F:30])[CH:25]=4)[N:20]=[C:19]([NH:39][CH:35]4[CH2:38][CH2:37][CH2:36]4)[N:18]=3)=[CH:13][CH:14]=2)=[O:7])=[CH:4][CH:3]=1. Given the reactants [Cl:1][C:2]1[CH:33]=[CH:32][C:5]([C:6]([NH:8][C:9]2[CH:14]=[CH:13][C:12]([CH2:15][NH:16][C:17]3[C:26]4[C:21](=[CH:22][CH:23]=[C:24]([C:27]([F:30])([F:29])[F:28])[CH:25]=4)[N:20]=[C:19](Cl)[N:18]=3)=[CH:11][CH:10]=2)=[O:7])=[CH:4][CH:3]=1.Cl.[CH:35]1([NH2:39])[CH2:38][CH2:37][CH2:36]1, predict the reaction product. (6) Given the reactants [NH2:1][C:2]1[C:7]([Cl:8])=[C:6]([C:9]([O:11][CH3:12])=[O:10])[N:5]=[C:4]([C:13]2[CH:14]=[N:15][C:16](Cl)=[CH:17][CH:18]=2)[C:3]=1[F:20].C[Sn](C)C.C[Sn](C)C.[I:29]I.[O-]S([O-])=O.[Na+].[Na+], predict the reaction product. The product is: [NH2:1][C:2]1[C:7]([Cl:8])=[C:6]([C:9]([O:11][CH3:12])=[O:10])[N:5]=[C:4]([C:13]2[CH:14]=[N:15][C:16]([I:29])=[CH:17][CH:18]=2)[C:3]=1[F:20].